Dataset: Full USPTO retrosynthesis dataset with 1.9M reactions from patents (1976-2016). Task: Predict the reactants needed to synthesize the given product. (1) Given the product [CH3:13][O:14][C:15](=[O:27])[CH:16]([C:17]1[CH:18]=[CH:19][C:20]([S:23]([CH3:26])(=[O:24])=[O:25])=[CH:21][CH:22]=1)[CH2:29][CH:30]1[CH2:34][CH2:33][CH2:32][CH2:31]1, predict the reactants needed to synthesize it. The reactants are: C(NC(C)C)(C)C.C([Li])CCC.[CH3:13][O:14][C:15](=[O:27])[CH2:16][C:17]1[CH:22]=[CH:21][C:20]([S:23]([CH3:26])(=[O:25])=[O:24])=[CH:19][CH:18]=1.I[CH2:29][CH:30]1[CH2:34][CH2:33][CH2:32][CH2:31]1. (2) Given the product [CH3:1][NH:2][S:3]([CH2:6][CH2:7][C:8]1[CH:9]=[C:10]2[C:11](=[CH:12][CH:13]=1)[NH:14][CH:19]=[CH:18]2)(=[O:4])=[O:5], predict the reactants needed to synthesize it. The reactants are: [CH3:1][NH:2][S:3]([CH2:6][CH2:7][C:8]1[CH:13]=[CH:12][C:11]([NH:14]C(=O)C)=[C:10]([C:18]#[C:19][Si](C)(C)C)[CH:9]=1)(=[O:5])=[O:4].CC(C)([O-])C.[K+].O.CCCCCCC. (3) Given the product [NH2:12][C:10]1[S:11][C:7]([C:5]2[CH:4]=[CH:3][N:37]=[C:35]([NH:34][C:30]3[CH:31]=[CH:32][CH:33]=[C:28]([S:25]([N:19]4[CH2:24][CH2:23][O:22][CH2:21][CH2:20]4)(=[O:26])=[O:27])[CH:29]=3)[N:36]=2)=[C:8]([CH3:17])[N:9]=1, predict the reactants needed to synthesize it. The reactants are: CN(C)[CH:3]=[CH:4][C:5]([C:7]1[S:11][C:10]([N:12]=CN(C)C)=[N:9][C:8]=1[CH3:17])=O.[N:19]1([S:25]([C:28]2[CH:29]=[C:30]([NH:34][C:35]([NH2:37])=[NH:36])[CH:31]=[CH:32][CH:33]=2)(=[O:27])=[O:26])[CH2:24][CH2:23][O:22][CH2:21][CH2:20]1. (4) Given the product [Br:1][C:2]1[C:3]([CH3:8])=[N:4][O:5][C:6]=1[NH:7][S:23]([C:14]1[C:15]2[CH:21]=[C:20]([CH3:22])[CH:19]=[CH:18][C:16]=2[S:17][C:13]=1[CH2:11][CH3:12])(=[O:24])=[O:25], predict the reactants needed to synthesize it. The reactants are: [Br:1][C:2]1[C:3]([CH3:8])=[N:4][O:5][C:6]=1[NH2:7].[H-].[Na+].[CH2:11]([C:13]1[S:17][C:16]2[CH:18]=[CH:19][C:20]([CH3:22])=[CH:21][C:15]=2[C:14]=1[S:23](Cl)(=[O:25])=[O:24])[CH3:12]. (5) Given the product [F:1][C:2]1[CH:3]=[CH:4][C:5]([NH2:9])=[C:6]([CH3:8])[CH:7]=1, predict the reactants needed to synthesize it. The reactants are: [F:1][C:2]1[CH:3]=[CH:4][C:5]([N+:9]([O-])=O)=[C:6]([CH3:8])[CH:7]=1. (6) Given the product [C:1]([O:5][C:6](=[O:20])[NH:7][C@@H:8]([C:11]1[CH:16]=[CH:15][C:14]([Cl:17])=[C:13]([O:18][C:26]2[CH:27]=[CH:28][C:23]([C:21]#[N:22])=[CH:24][CH:25]=2)[C:12]=1[F:19])[CH2:9][CH3:10])([CH3:2])([CH3:3])[CH3:4], predict the reactants needed to synthesize it. The reactants are: [C:1]([O:5][C:6](=[O:20])[NH:7][C@@H:8]([C:11]1[CH:16]=[CH:15][C:14]([Cl:17])=[C:13]([OH:18])[C:12]=1[F:19])[CH2:9][CH3:10])([CH3:4])([CH3:3])[CH3:2].[C:21]([C:23]1[CH:28]=[CH:27][C:26](B(O)O)=[CH:25][CH:24]=1)#[N:22].N1C=CC=CC=1.